Dataset: NCI-60 drug combinations with 297,098 pairs across 59 cell lines. Task: Regression. Given two drug SMILES strings and cell line genomic features, predict the synergy score measuring deviation from expected non-interaction effect. Drug 1: C1=CC=C(C(=C1)C(C2=CC=C(C=C2)Cl)C(Cl)Cl)Cl. Drug 2: CC1C(C(CC(O1)OC2CC(CC3=C2C(=C4C(=C3O)C(=O)C5=C(C4=O)C(=CC=C5)OC)O)(C(=O)CO)O)N)O.Cl. Cell line: MALME-3M. Synergy scores: CSS=62.3, Synergy_ZIP=-6.39, Synergy_Bliss=-4.47, Synergy_Loewe=-2.92, Synergy_HSA=-1.24.